From a dataset of Forward reaction prediction with 1.9M reactions from USPTO patents (1976-2016). Predict the product of the given reaction. (1) Given the reactants [SH:1][CH2:2][CH2:3][CH2:4][C:5]([OH:7])=[O:6].[H-].[Na+].Br[CH2:11][CH2:12][Cl:13].S(Cl)(Cl)=O.[CH:18](O)(C)C, predict the reaction product. The product is: [Cl:13][CH2:12][CH2:11][S:1][CH2:2][CH2:3][CH2:4][C:5]([O:7][CH3:18])=[O:6]. (2) Given the reactants CCOC(/N=N/C(OCC)=O)=O.[OH:13][CH2:14][CH2:15][C@H:16]([CH:18]1[CH2:23][CH2:22][N:21]([C:24]([O:26][C:27]([CH3:30])([CH3:29])[CH3:28])=[O:25])[CH2:20][CH2:19]1)[CH3:17].[CH3:31][S:32]([C:35]1[CH:40]=[CH:39][C:38](O)=[CH:37][CH:36]=1)(=[O:34])=[O:33].C1C=CC(P(C2C=CC=CC=2)C2C=CC=CC=2)=CC=1, predict the reaction product. The product is: [C:27]([O:26][C:24]([N:21]1[CH2:20][CH2:19][CH:18]([C@H:16]([CH3:17])[CH2:15][CH2:14][O:13][C:38]2[CH:39]=[CH:40][C:35]([S:32]([CH3:31])(=[O:34])=[O:33])=[CH:36][CH:37]=2)[CH2:23][CH2:22]1)=[O:25])([CH3:29])([CH3:28])[CH3:30]. (3) Given the reactants Cl[CH2:2][C:3]1[CH:8]=[CH:7][CH:6]=[C:5]([O:9][C:10]2[CH:15]=[CH:14][CH:13]=[CH:12][CH:11]=2)[CH:4]=1.C(=O)([O-])[O-].[K+].[K+].[CH3:22][O:23][C:24]([C:26]1([OH:31])[CH2:30][CH2:29][NH:28][CH2:27]1)=[O:25], predict the reaction product. The product is: [CH3:22][O:23][C:24]([C:26]1([OH:31])[CH2:30][CH2:29][N:28]([CH2:2][C:3]2[CH:8]=[CH:7][CH:6]=[C:5]([O:9][C:10]3[CH:15]=[CH:14][CH:13]=[CH:12][CH:11]=3)[CH:4]=2)[CH2:27]1)=[O:25]. (4) Given the reactants [C:1]([O:5][C:6](=[O:9])[NH:7][CH3:8])([CH3:4])([CH3:3])[CH3:2].[CH2:10]([O:17][C:18]1[CH:23]=[CH:22][N:21]([CH2:24][CH2:25][C:26]2[CH:31]=[CH:30][C:29]([CH2:32]Br)=[CH:28][CH:27]=2)[C:20](=[O:34])[CH:19]=1)[C:11]1[CH:16]=[CH:15][CH:14]=[CH:13][CH:12]=1, predict the reaction product. The product is: [C:1]([O:5][C:6](=[O:9])[N:7]([CH2:32][C:29]1[CH:30]=[CH:31][C:26]([CH2:25][CH2:24][N:21]2[CH:22]=[CH:23][C:18]([O:17][CH2:10][C:11]3[CH:12]=[CH:13][CH:14]=[CH:15][CH:16]=3)=[CH:19][C:20]2=[O:34])=[CH:27][CH:28]=1)[CH3:8])([CH3:4])([CH3:3])[CH3:2]. (5) Given the reactants Cl[C:2]1[C:11]2[C:6](=[CH:7][C:8]([F:14])=[C:9]([O:12][CH3:13])[CH:10]=2)[N:5]=[CH:4][C:3]=1[C:15]#[N:16].[CH2:17]([NH2:21])[CH2:18][CH2:19][CH3:20], predict the reaction product. The product is: [CH2:17]([NH:21][C:2]1[C:11]2[C:6](=[CH:7][C:8]([F:14])=[C:9]([O:12][CH3:13])[CH:10]=2)[N:5]=[CH:4][C:3]=1[C:15]#[N:16])[CH2:18][CH2:19][CH3:20]. (6) Given the reactants [CH3:1][O:2][C:3](=[O:7])/[CH:4]=[CH:5]/[CH3:6].CN(C)C(=N)N(C)C.[N+:16]([CH3:19])([O-:18])=[O:17], predict the reaction product. The product is: [CH3:1][O:2][C:3](=[O:7])[CH2:4][CH:5]([CH3:6])[CH2:19][N+:16]([O-:18])=[O:17]. (7) The product is: [CH3:1][O:2][CH2:3][O:4][C:5]1[CH:10]=[CH:9][C:8]([C:22]2[C:26]3[CH:27]=[C:28]([CH2:31][OH:32])[CH:29]=[CH:30][C:25]=3[S:24][CH:23]=2)=[C:7]([CH3:20])[CH:6]=1. Given the reactants [CH3:1][O:2][CH2:3][O:4][C:5]1[CH:10]=[CH:9][C:8](B2OC(C)(C)C(C)(C)O2)=[C:7]([CH3:20])[CH:6]=1.Br[C:22]1[C:26]2[CH:27]=[C:28]([CH2:31][OH:32])[CH:29]=[CH:30][C:25]=2[S:24][CH:23]=1, predict the reaction product. (8) Given the reactants [Br:1][C:2]1[CH:3]=[C:4]([CH:28]=[CH:29][CH:30]=1)[CH2:5][N:6]1[C:14]2[C:13](=[O:15])[N:12]([CH3:16])[C:11](=[O:17])[N:10]([CH3:18])[C:9]=2[N:8]=[C:7]1[S:19][C:20]([CH3:27])([CH3:26])[C:21](OCC)=[O:22].[BH4-].[Li+], predict the reaction product. The product is: [Br:1][C:2]1[CH:3]=[C:4]([CH:28]=[CH:29][CH:30]=1)[CH2:5][N:6]1[C:14]2[C:13](=[O:15])[N:12]([CH3:16])[C:11](=[O:17])[N:10]([CH3:18])[C:9]=2[N:8]=[C:7]1[S:19][C:20]([CH3:26])([CH3:27])[CH2:21][OH:22].